From a dataset of Forward reaction prediction with 1.9M reactions from USPTO patents (1976-2016). Predict the product of the given reaction. (1) The product is: [CH3:17][C:11]1([CH3:16])[C:12]2[NH:13][C:14]3[C:6](=[CH:5][CH:4]=[C:3]([C:1]#[N:2])[CH:15]=3)[C:7]=2[C:8](=[O:30])[C:9]2[CH:21]=[CH:20][C:19]([N:31]3[CH2:36][CH2:35][O:34][CH2:33][CH2:32]3)=[CH:18][C:10]1=2. Given the reactants [C:1]([C:3]1[CH:15]=[C:14]2[C:6]([C:7]3[C:8](=[O:30])[C:9]4[CH:21]=[CH:20][C:19](OS(C(F)(F)F)(=O)=O)=[CH:18][C:10]=4[C:11]([CH3:17])([CH3:16])[C:12]=3[NH:13]2)=[CH:5][CH:4]=1)#[N:2].[NH:31]1[CH2:36][CH2:35][O:34][CH2:33][CH2:32]1, predict the reaction product. (2) Given the reactants [CH3:1][C:2]1[C:7]([C:8]([N:10]2[CH2:17][CH:16]3[CH:12]([CH2:13][N:14]([CH2:18][CH2:19][C:20]4([C:25]5[CH:30]=[CH:29][CH:28]=[CH:27][CH:26]=5)[CH2:24][CH2:23][NH:22][CH2:21]4)[CH2:15]3)[CH2:11]2)=[O:9])=[C:6]([CH3:31])[N:5]=[C:4]([C:32]#[N:33])[CH:3]=1.[F:34][C:35]1([F:42])[CH2:38][CH:37]([C:39](O)=[O:40])[CH2:36]1.C1(C(Cl)=O)CCCC1.C1(CC(Cl)=O)CCCC1.C(OC(=O)C)(=O)C.C(Cl)(=O)C(C)(C)C, predict the reaction product. The product is: [F:34][C:35]1([F:42])[CH2:38][CH:37]([C:39]([N:22]2[CH2:23][CH2:24][C:20]([CH2:19][CH2:18][N:14]3[CH2:13][CH:12]4[CH2:11][N:10]([C:8]([C:7]5[C:2]([CH3:1])=[CH:3][C:4]([C:32]#[N:33])=[N:5][C:6]=5[CH3:31])=[O:9])[CH2:17][CH:16]4[CH2:15]3)([C:25]3[CH:26]=[CH:27][CH:28]=[CH:29][CH:30]=3)[CH2:21]2)=[O:40])[CH2:36]1. (3) Given the reactants [CH3:1][CH2:2][C:3](=O)[CH2:4][C:5](=O)[CH2:6][CH3:7].Cl.[CH3:11][O:12][C:13]1[CH:18]=[CH:17][C:16]([NH:19][NH2:20])=[CH:15][CH:14]=1, predict the reaction product. The product is: [CH2:2]([C:3]1[CH:4]=[C:5]([CH2:6][CH3:7])[N:19]([C:16]2[CH:17]=[CH:18][C:13]([O:12][CH3:11])=[CH:14][CH:15]=2)[N:20]=1)[CH3:1]. (4) The product is: [Si:18]([O:8][C@@H:6]([CH3:7])[CH2:2][C:3]([O:5][CH3:10])=[O:4])([C:14]([CH3:17])([CH3:16])[CH3:15])([C:26]1[CH:31]=[CH:30][CH:29]=[CH:28][CH:27]=1)[C:20]1[CH:25]=[CH:24][CH:23]=[CH:22][CH:21]=1. Given the reactants C[C@@H:2]([CH:6]([OH:8])[CH3:7])[C:3]([OH:5])=[O:4].N1C=CN=[CH:10]1.[C:14]([Si:18]([C:26]1[CH:31]=[CH:30][CH:29]=[CH:28][CH:27]=1)([C:20]1[CH:25]=[CH:24][CH:23]=[CH:22][CH:21]=1)Cl)([CH3:17])([CH3:16])[CH3:15], predict the reaction product.